This data is from NCI-60 drug combinations with 297,098 pairs across 59 cell lines. The task is: Regression. Given two drug SMILES strings and cell line genomic features, predict the synergy score measuring deviation from expected non-interaction effect. (1) Drug 1: COC1=NC(=NC2=C1N=CN2C3C(C(C(O3)CO)O)O)N. Drug 2: CC(C)NC(=O)C1=CC=C(C=C1)CNNC.Cl. Cell line: HCT116. Synergy scores: CSS=0.555, Synergy_ZIP=7.25, Synergy_Bliss=13.2, Synergy_Loewe=-0.508, Synergy_HSA=1.76. (2) Drug 1: C1=C(C(=O)NC(=O)N1)N(CCCl)CCCl. Drug 2: CCC1(CC2CC(C3=C(CCN(C2)C1)C4=CC=CC=C4N3)(C5=C(C=C6C(=C5)C78CCN9C7C(C=CC9)(C(C(C8N6C=O)(C(=O)OC)O)OC(=O)C)CC)OC)C(=O)OC)O.OS(=O)(=O)O. Cell line: NCI/ADR-RES. Synergy scores: CSS=27.3, Synergy_ZIP=1.65, Synergy_Bliss=10.5, Synergy_Loewe=8.52, Synergy_HSA=8.14. (3) Drug 1: CC1=C(C=C(C=C1)C(=O)NC2=CC(=CC(=C2)C(F)(F)F)N3C=C(N=C3)C)NC4=NC=CC(=N4)C5=CN=CC=C5. Drug 2: CC(C)(C#N)C1=CC(=CC(=C1)CN2C=NC=N2)C(C)(C)C#N. Cell line: NCI-H226. Synergy scores: CSS=5.57, Synergy_ZIP=-1.36, Synergy_Bliss=-1.93, Synergy_Loewe=-0.682, Synergy_HSA=-2.73. (4) Drug 1: CC1=C(C(=CC=C1)Cl)NC(=O)C2=CN=C(S2)NC3=CC(=NC(=N3)C)N4CCN(CC4)CCO. Drug 2: C1CC(=O)NC(=O)C1N2C(=O)C3=CC=CC=C3C2=O. Cell line: K-562. Synergy scores: CSS=87.1, Synergy_ZIP=23.4, Synergy_Bliss=23.2, Synergy_Loewe=-12.2, Synergy_HSA=22.7.